This data is from Full USPTO retrosynthesis dataset with 1.9M reactions from patents (1976-2016). The task is: Predict the reactants needed to synthesize the given product. (1) Given the product [Br:5][C:6]1[CH:7]=[C:8]2[C:9]([C:25]([C:24]3[CH:23]=[C:22]([NH:21][S:18]([CH2:15][CH2:16][CH3:17])(=[O:20])=[O:19])[CH:30]=[CH:29][CH:28]=3)=[O:26])=[CH:10][NH:11][C:12]2=[N:13][CH:14]=1, predict the reactants needed to synthesize it. The reactants are: [Cl-].[Cl-].[Cl-].[Al+3].[Br:5][C:6]1[CH:7]=[C:8]2[C:12](=[N:13][CH:14]=1)[NH:11][CH:10]=[CH:9]2.[CH2:15]([S:18]([NH:21][C:22]1[CH:23]=[C:24]([CH:28]=[CH:29][CH:30]=1)[C:25](Cl)=[O:26])(=[O:20])=[O:19])[CH2:16][CH3:17].O. (2) Given the product [Cl:1][C:2]1[CH:38]=[C:37]([Cl:39])[CH:36]=[C:35]([Cl:40])[C:3]=1[C:4]([N:6]([CH2:7][C:8]1[CH:13]=[CH:12][CH:11]=[C:10]([OH:14])[CH:9]=1)[C:21]1[CH:22]=[CH:23][C:24]([O:27][CH2:28][CH2:29][N:30]2[CH2:34][CH2:33][CH2:32][CH2:31]2)=[CH:25][CH:26]=1)=[O:5], predict the reactants needed to synthesize it. The reactants are: [Cl:1][C:2]1[CH:38]=[C:37]([Cl:39])[CH:36]=[C:35]([Cl:40])[C:3]=1[C:4]([N:6]([C:21]1[CH:26]=[CH:25][C:24]([O:27][CH2:28][CH2:29][N:30]2[CH2:34][CH2:33][CH2:32][CH2:31]2)=[CH:23][CH:22]=1)[CH2:7][C:8]1[CH:13]=[CH:12][CH:11]=[C:10]([O:14]C2CCCCO2)[CH:9]=1)=[O:5].Cl.C([SiH](CC)CC)C.C(=O)(O)[O-].[Na+].